From a dataset of Full USPTO retrosynthesis dataset with 1.9M reactions from patents (1976-2016). Predict the reactants needed to synthesize the given product. (1) Given the product [CH2:24]([O:31][CH2:32][C:33]([O:35][CH2:2][C:3]([NH:5][CH2:6][CH2:7][CH2:8][CH2:9][CH2:10][CH2:11][NH:12][C:13]([CH2:14][O:36][C:33](=[O:34])[CH2:32][O:31][CH2:24][C:23]1[CH:22]=[CH:27][CH:26]=[CH:25][CH:30]=1)=[O:16])=[O:4])=[O:34])[C:25]1[CH:30]=[CH:29][CH:28]=[CH:27][CH:26]=1, predict the reactants needed to synthesize it. The reactants are: Cl[CH2:2][C:3]([NH:5][CH2:6][CH2:7][CH2:8][CH2:9][CH2:10][CH2:11][NH:12][C:13](=[O:16])[CH2:14]Cl)=[O:4].C(N([CH2:22][CH3:23])CC)C.[CH2:24]([O:31][CH2:32][C:33]([OH:35])=[O:34])[C:25]1[CH:30]=[CH:29][CH:28]=[CH:27][CH:26]=1.[OH2:36]. (2) Given the product [CH2:1]([O:8][C@@H:9]1[C@@H:14]([CH2:15][O:16][CH2:17][C:18]2[CH:23]=[CH:22][CH:21]=[CH:20][CH:19]=2)[N:13]2[CH:24]=[C:25]([C:1]#[C:2][CH2:3][CH2:4][CH2:5][CH2:6][CH2:49][CH3:50])[N:26]=[C:12]2[C@H:11]([O:28][CH2:29][C:30]2[CH:35]=[CH:34][CH:33]=[CH:32][CH:31]=2)[C@H:10]1[O:36][CH2:37][C:38]1[CH:43]=[CH:42][CH:41]=[CH:40][CH:39]=1)[C:2]1[CH:7]=[CH:6][CH:5]=[CH:4][CH:3]=1, predict the reactants needed to synthesize it. The reactants are: [CH2:1]([O:8][C@@H:9]1[C@@H:14]([CH2:15][O:16][CH2:17][C:18]2[CH:23]=[CH:22][CH:21]=[CH:20][CH:19]=2)[N:13]2[CH:24]=[C:25](I)[N:26]=[C:12]2[C@H:11]([O:28][CH2:29][C:30]2[CH:35]=[CH:34][CH:33]=[CH:32][CH:31]=2)[C@H:10]1[O:36][CH2:37][C:38]1[CH:43]=[CH:42][CH:41]=[CH:40][CH:39]=1)[C:2]1[CH:7]=[CH:6][CH:5]=[CH:4][CH:3]=1.CCN([CH2:49][CH3:50])CC.